This data is from Reaction yield outcomes from USPTO patents with 853,638 reactions. The task is: Predict the reaction yield, written as a fraction of the theoretical maximum amount of product (1.0 means a 100% yield; for example, 0.34 means a 34% yield). The reactants are [Cl:1][C:2]1[N:11]=[CH:10][C:9]2[N:8]([CH2:12][C:13]([F:16])([F:15])[F:14])[C:7](=[O:17])[CH:6]3[CH2:18][O:19][CH2:20][CH2:21][N:5]3[C:4]=2[N:3]=1.IC.[CH3:24]C([O-])(C)C.[Na+]. The catalyst is CS(C)=O. The product is [Cl:1][C:2]1[N:11]=[CH:10][C:9]2[N:8]([CH2:12][C:13]([F:16])([F:15])[F:14])[C:7](=[O:17])[C:6]3([CH3:24])[CH2:18][O:19][CH2:20][CH2:21][N:5]3[C:4]=2[N:3]=1. The yield is 0.240.